This data is from Catalyst prediction with 721,799 reactions and 888 catalyst types from USPTO. The task is: Predict which catalyst facilitates the given reaction. Reactant: Cl[C:2]1[N:7]=[C:6]([NH:8][C@H:9]2[CH2:14][CH2:13][C@H:12]([NH:15][C:16](=[O:25])[O:17][CH2:18][C:19]3[CH:24]=[CH:23][CH:22]=[CH:21][CH:20]=3)[CH2:11][CH2:10]2)[C:5]([F:26])=[CH:4][C:3]=1[C:27]#[N:28].[C:29](=O)([O-])[O-:30].[Cs+].[Cs+].[Cl-].[Na+]. Product: [C:27]([C:3]1[CH:4]=[C:5]([F:26])[C:6]([NH:8][C@H:9]2[CH2:14][CH2:13][C@H:12]([NH:15][C:16](=[O:25])[O:17][CH2:18][C:19]3[CH:24]=[CH:23][CH:22]=[CH:21][CH:20]=3)[CH2:11][CH2:10]2)=[N:7][C:2]=1[O:30][CH3:29])#[N:28]. The catalyst class is: 111.